Dataset: Full USPTO retrosynthesis dataset with 1.9M reactions from patents (1976-2016). Task: Predict the reactants needed to synthesize the given product. (1) Given the product [CH3:1][O:2][C:3]([C:5]1[C:13]([NH:14][C:15]2[CH:20]=[CH:19][C:18]([Br:42])=[CH:17][C:16]=2[Cl:21])=[C:12]([F:22])[C:8]2[N:9]=[CH:10][NH:11][C:7]=2[CH:6]=1)=[O:4], predict the reactants needed to synthesize it. The reactants are: [CH3:1][O:2][C:3]([C:5]1[C:13]([NH:14][C:15]2[CH:20]=[CH:19][CH:18]=[CH:17][C:16]=2[Cl:21])=[C:12]([F:22])[C:8]2[N:9]=[CH:10][NH:11][C:7]=2[CH:6]=1)=[O:4].CC1C=CC(S(O)(=O)=O)=CC=1.O.C1C(=O)N([Br:42])C(=O)C1. (2) Given the product [F:32][C:17]1[CH:16]=[C:15]([N:11]2[CH2:10][C@H:9]([CH2:8][NH:7][C:6](=[O:33])[CH3:35])[O:13][C:12]2=[O:14])[CH:20]=[CH:19][C:18]=1[C:21]1[S:22][CH:23]=[C:24]([CH2:26][N:27]2[CH:31]=[CH:30][CH:29]=[N:28]2)[N:25]=1, predict the reactants needed to synthesize it. The reactants are: C(O[C:6](=[O:33])[NH:7][CH2:8][C@@H:9]1[O:13][C:12](=[O:14])[N:11]([C:15]2[CH:20]=[CH:19][C:18]([C:21]3[S:22][CH:23]=[C:24]([CH2:26][N:27]4[CH:31]=[CH:30][CH:29]=[N:28]4)[N:25]=3)=[C:17]([F:32])[CH:16]=2)[CH2:10]1)(C)(C)C.F[C:35](F)(F)C(O)=O.N1C=CC=CC=1.C(OC(=O)C)(=O)C. (3) The reactants are: [H-].[H-].[H-].[H-].[Li+].[Al+3].[Cl:7][C:8]1[C:17]2[C:12](=[CH:13][CH:14]=[CH:15][CH:16]=2)[C:11]([CH:18]=O)=[C:10]([CH3:20])[N:9]=1.O=S(Cl)[Cl:23]. Given the product [Cl:7][C:8]1[C:17]2[C:12](=[CH:13][CH:14]=[CH:15][CH:16]=2)[C:11]([CH2:18][Cl:23])=[C:10]([CH3:20])[N:9]=1, predict the reactants needed to synthesize it. (4) Given the product [NH2:2][C:1]1[N:16]([CH2:17][C:18]([OH:21])([CH3:19])[CH3:20])[C:14]2[N:15]=[C:10]([Cl:9])[N:11]=[CH:12][C:13]=2[C:22](=[O:23])[C:3]=1[C:4]([NH2:6])=[O:5], predict the reactants needed to synthesize it. The reactants are: [C:1]([CH2:3][C:4]([NH2:6])=[O:5])#[N:2].[H-].[Na+].[Cl:9][C:10]1[N:15]=[C:14]([NH:16][CH2:17][C:18]([OH:21])([CH3:20])[CH3:19])[C:13]([C:22](F)=[O:23])=[CH:12][N:11]=1.Cl. (5) Given the product [F:1][C:2]1[CH:11]=[C:10]2[C:5]([CH:6]=[CH:7][C:8]([CH3:12])=[N:9]2)=[C:4]([S:13]([CH3:14])=[O:23])[CH:3]=1, predict the reactants needed to synthesize it. The reactants are: [F:1][C:2]1[CH:11]=[C:10]2[C:5]([CH:6]=[CH:7][C:8]([CH3:12])=[N:9]2)=[C:4]([S:13][CH3:14])[CH:3]=1.ClC1C=CC=C(C(OO)=[O:23])C=1. (6) Given the product [C:13]([O:17][C:18](=[O:24])[NH:19][CH2:20][CH2:21][CH2:22][N:9]1[CH2:8][CH:7]([CH2:6][C:5]2[CH:4]=[CH:3][C:2]([Cl:1])=[CH:12][CH:11]=2)[CH2:10]1)([CH3:16])([CH3:15])[CH3:14], predict the reactants needed to synthesize it. The reactants are: [Cl:1][C:2]1[CH:12]=[CH:11][C:5]([CH2:6][CH:7]2[CH2:10][NH:9][CH2:8]2)=[CH:4][CH:3]=1.[C:13]([O:17][C:18](=[O:24])[NH:19][CH2:20][CH2:21][CH2:22]Br)([CH3:16])([CH3:15])[CH3:14].C(N(C(C)C)CC)(C)C.